From a dataset of Catalyst prediction with 721,799 reactions and 888 catalyst types from USPTO. Predict which catalyst facilitates the given reaction. (1) Reactant: [CH:1]1([NH2:4])[CH2:3][CH2:2]1.C(N(CC)CC)C.[NH:12]1[CH:16]=[C:15]([C:17](Cl)=[O:18])[CH:14]=[N:13]1. The catalyst class is: 2. Product: [CH:1]1([NH:4][C:17]([C:15]2[CH:16]=[N:12][NH:13][CH:14]=2)=[O:18])[CH2:3][CH2:2]1. (2) Product: [Cl:1][C:2]1[CH:7]=[CH:6][C:5]([C:8]2[CH:9]=[CH:10][NH:11][N:22]=2)=[CH:4][C:3]=1[CH2:15][NH:16][C:17](=[O:20])[O:18][CH3:19]. The catalyst class is: 5. Reactant: [Cl:1][C:2]1[CH:7]=[CH:6][C:5]([C:8](=O)[CH:9]=[CH:10][N:11](C)C)=[CH:4][C:3]=1[CH2:15][NH:16][C:17](=[O:20])[O:18][CH3:19].O.[NH2:22]N. (3) The catalyst class is: 582. Product: [F:1][C:2]1[CH:3]=[C:4]([NH:21][C:22]([C:24]2[C:25](=[O:55])[N:26]([C:49]3[CH:50]=[CH:51][CH:52]=[CH:53][CH:54]=3)[N:27]([CH2:30][C@H:31]([O:33][C:34](=[O:48])[C@@H:35]([NH2:37])[CH3:36])[CH3:32])[C:28]=2[CH3:29])=[O:23])[CH:5]=[CH:6][C:7]=1[O:8][C:9]1[C:18]2[C:13](=[CH:14][C:15]([O:19][CH3:20])=[CH:16][CH:17]=2)[N:12]=[CH:11][CH:10]=1. Reactant: [F:1][C:2]1[CH:3]=[C:4]([NH:21][C:22]([C:24]2[C:25](=[O:55])[N:26]([C:49]3[CH:54]=[CH:53][CH:52]=[CH:51][CH:50]=3)[N:27]([CH2:30][C@H:31]([O:33][C:34](=[O:48])[C@@H:35]([NH:37]C(OCC3C=CC=CC=3)=O)[CH3:36])[CH3:32])[C:28]=2[CH3:29])=[O:23])[CH:5]=[CH:6][C:7]=1[O:8][C:9]1[C:18]2[C:13](=[CH:14][C:15]([O:19][CH3:20])=[CH:16][CH:17]=2)[N:12]=[CH:11][CH:10]=1. (4) Reactant: [CH3:1][N:2]1[CH:6]=[C:5]([CH2:7][OH:8])[CH:4]=[N:3]1.C(N(CC)CC)C.[CH3:16][S:17](Cl)(=[O:19])=[O:18]. Product: [CH3:1][N:2]1[CH:6]=[C:5]([CH2:7][O:8][S:17]([CH3:16])(=[O:19])=[O:18])[CH:4]=[N:3]1. The catalyst class is: 2. (5) The catalyst class is: 13. Product: [ClH:35].[NH2:27][CH2:26][C:7]1[N:8]([CH2:22][CH:23]2[CH2:25][CH2:24]2)[C:9](=[O:21])[C:10]2[C:15]([C:6]=1[O:5][CH2:1][CH2:2][CH2:3][CH3:4])=[CH:14][C:13]([C:16]1[O:20][CH:19]=[N:18][CH:17]=1)=[CH:12][CH:11]=2. Reactant: [CH2:1]([O:5][C:6]1[C:15]2[C:10](=[CH:11][CH:12]=[C:13]([C:16]3[O:20][CH:19]=[N:18][CH:17]=3)[CH:14]=2)[C:9](=[O:21])[N:8]([CH2:22][CH:23]2[CH2:25][CH2:24]2)[C:7]=1[CH2:26][NH:27]C(=O)OC(C)(C)C)[CH2:2][CH2:3][CH3:4].[ClH:35]. (6) Reactant: CN=[CH:3][C:4]([NH:6][C:7]1[CH:16]=[CH:15][CH:14]=[CH:13][C:8]=1[C:9]([O:11][CH3:12])=[O:10])=[O:5].S(=O)(=O)(O)[OH:18]. Product: [O:5]=[C:4]1[C:3](=[O:18])[C:16]2[C:7](=[C:8]([C:9]([O:11][CH3:12])=[O:10])[CH:13]=[CH:14][CH:15]=2)[NH:6]1. The catalyst class is: 6.